Dataset: Catalyst prediction with 721,799 reactions and 888 catalyst types from USPTO. Task: Predict which catalyst facilitates the given reaction. Reactant: [C:1]1([C:7]2([C:13]3[CH:33]=[CH:32][C:16]([O:17][C:18]([CH:20]([NH:24]C(=O)OC(C)(C)C)[CH:21]([CH3:23])[CH3:22])=[O:19])=[CH:15][CH:14]=3)[CH2:12][CH2:11][CH2:10][CH2:9][CH2:8]2)[CH:6]=[CH:5][CH:4]=[CH:3][CH:2]=1.C(O)(C(F)(F)F)=O. Product: [NH2:24][CH:20]([CH:21]([CH3:23])[CH3:22])[C:18]([O:17][C:16]1[CH:32]=[CH:33][C:13]([C:7]2([C:1]3[CH:6]=[CH:5][CH:4]=[CH:3][CH:2]=3)[CH2:8][CH2:9][CH2:10][CH2:11][CH2:12]2)=[CH:14][CH:15]=1)=[O:19]. The catalyst class is: 2.